Predict the product of the given reaction. From a dataset of Forward reaction prediction with 1.9M reactions from USPTO patents (1976-2016). Given the reactants [Cl:1][C:2]1[C:10]([Cl:11])=[C:9]2[C:5]([CH2:6][C:7]([CH:14]3[CH2:18][CH2:17][CH2:16][CH2:15]3)([CH3:13])[C:8]2=[O:12])=[CH:4][C:3]=1[O:19][CH2:20][C:21]1[CH:28]=[CH:27][C:24]([C:25]#[N:26])=[CH:23][N:22]=1.[N:29]([Si](C)(C)C)=[N+:30]=[N-:31].C([Sn](=O)CCCC)CCC, predict the reaction product. The product is: [Cl:1][C:2]1[C:10]([Cl:11])=[C:9]2[C:5]([CH2:6][C:7]([CH:14]3[CH2:18][CH2:17][CH2:16][CH2:15]3)([CH3:13])[C:8]2=[O:12])=[CH:4][C:3]=1[O:19][CH2:20][C:21]1[CH:28]=[CH:27][C:24]([C:25]2[NH:31][N:30]=[N:29][N:26]=2)=[CH:23][N:22]=1.